The task is: Predict the product of the given reaction.. This data is from Forward reaction prediction with 1.9M reactions from USPTO patents (1976-2016). (1) Given the reactants C[O:2][C:3]1[CH:12]=[C:11]2[C:6]([C:7](=[O:24])[C:8]([C:14]3[CH:23]=[CH:22][C:17]([C:18]([O:20]C)=[O:19])=[CH:16][CH:15]=3)=[C:9]([CH3:13])[S:10]2)=[CH:5][CH:4]=1.C([O-])([O-])=O.[K+].[K+], predict the reaction product. The product is: [OH:2][C:3]1[CH:12]=[C:11]2[C:6]([C:7](=[O:24])[C:8]([C:14]3[CH:23]=[CH:22][C:17]([C:18]([OH:20])=[O:19])=[CH:16][CH:15]=3)=[C:9]([CH3:13])[S:10]2)=[CH:5][CH:4]=1. (2) Given the reactants [CH:1]1([CH2:4][O:5][C:6]2[CH:7]=[CH:8][C:9]([CH3:12])=[N:10][CH:11]=2)[CH2:3][CH2:2]1.ClC1C=C(C=CC=1)C(OO)=[O:18].C(=O)(O)[O-].[Na+].C(=O)([O-])[O-].[K+].[K+], predict the reaction product. The product is: [CH:1]1([CH2:4][O:5][C:6]2[CH:7]=[CH:8][C:9]([CH2:12][OH:18])=[N:10][CH:11]=2)[CH2:2][CH2:3]1. (3) Given the reactants [NH2:1][C:2]1[N:6]2[C:7](Cl)=[CH:8][CH:9]=[C:10]([C:11]3[C:12]([C@@H:23]([NH:33][C:34](=[O:50])[CH2:35][N:36]4[C:40]5[C:41]([F:46])([F:45])[C@@H:42]6[CH2:44][C@@H:43]6[C:39]=5[C:38]([CH:47]([F:49])[F:48])=[N:37]4)[CH2:24][C:25]4[CH:30]=[C:29]([F:31])[CH:28]=[C:27]([F:32])[CH:26]=4)=[N:13][C:14]([C:17]#[C:18][C:19]([CH3:22])([CH3:21])[CH3:20])=[CH:15][CH:16]=3)[C:5]2=[N:4][N:3]=1.[CH3:52]B1OB(C)OB(C)O1.C(=O)([O-])[O-].[K+].[K+].O1CCOCC1, predict the reaction product. The product is: [NH2:1][C:2]1[N:6]2[C:7]([CH3:52])=[CH:8][CH:9]=[C:10]([C:11]3[C:12]([C@@H:23]([NH:33][C:34](=[O:50])[CH2:35][N:36]4[C:40]5[C:41]([F:46])([F:45])[C@@H:42]6[CH2:44][C@@H:43]6[C:39]=5[C:38]([CH:47]([F:49])[F:48])=[N:37]4)[CH2:24][C:25]4[CH:30]=[C:29]([F:31])[CH:28]=[C:27]([F:32])[CH:26]=4)=[N:13][C:14]([C:17]#[C:18][C:19]([CH3:22])([CH3:21])[CH3:20])=[CH:15][CH:16]=3)[C:5]2=[N:4][N:3]=1. (4) Given the reactants [F:1][C:2]([F:26])([F:25])[O:3][C:4]1[CH:9]=[CH:8][C:7]([C:10]2[O:11][N:12]=[C:13]3[C:18]4[CH:19]=[CH:20][C:21]([CH:23]=C)=[CH:22][C:17]=4[CH2:16][CH2:15][C:14]=23)=[CH:6][CH:5]=1.I([O-])(=O)(=O)=[O:28].[Na+], predict the reaction product. The product is: [F:26][C:2]([F:1])([F:25])[O:3][C:4]1[CH:5]=[CH:6][C:7]([C:10]2[O:11][N:12]=[C:13]3[C:18]4[CH:19]=[CH:20][C:21]([CH:23]=[O:28])=[CH:22][C:17]=4[CH2:16][CH2:15][C:14]=23)=[CH:8][CH:9]=1. (5) Given the reactants [CH2:1]([C:3]1[C:8](=[O:9])[NH:7][C:6]([CH3:10])=[C:5]([C:11]2[S:15][C:14]([S:16]([Cl:19])(=[O:18])=[O:17])=[CH:13][CH:12]=2)[CH:4]=1)[CH3:2].[NH:20]1[CH:24]=[C:23]([CH2:25][CH2:26][NH2:27])[N:22]=[CH:21]1, predict the reaction product. The product is: [ClH:19].[CH2:1]([C:3]1[C:8](=[O:9])[NH:7][C:6]([CH3:10])=[C:5]([C:11]2[S:15][C:14]([S:16]([N:20]3[CH:24]=[C:23]([CH2:25][CH2:26][NH:27][S:16]([C:14]4[S:15][C:11]([C:5]5[CH:4]=[C:3]([CH2:1][CH3:2])[C:8](=[O:9])[NH:7][C:6]=5[CH3:10])=[CH:12][CH:13]=4)(=[O:17])=[O:18])[N:22]=[CH:21]3)(=[O:18])=[O:17])=[CH:13][CH:12]=2)[CH:4]=1)[CH3:2]. (6) Given the reactants C[N:2](C)/[CH:3]=[CH:4]/[C:5]([C:7]1[C:12](=[O:13])[CH:11]=[CH:10][N:9]([C:14]2[CH:19]=[CH:18][CH:17]=[C:16]([S:20]([CH3:23])(=[O:22])=[O:21])[CH:15]=2)[N:8]=1)=O.[N:25]1[CH:30]=[CH:29][CH:28]=[CH:27][C:26]=1[NH:31]N, predict the reaction product. The product is: [CH3:23][S:20]([C:16]1[CH:15]=[C:14]([N:9]2[CH:10]=[CH:11][C:12](=[O:13])[C:7]([C:5]3[N:31]([C:26]4[CH:27]=[CH:28][CH:29]=[CH:30][N:25]=4)[N:2]=[CH:3][CH:4]=3)=[N:8]2)[CH:19]=[CH:18][CH:17]=1)(=[O:22])=[O:21]. (7) Given the reactants ClC1N=CC=C(OC)[C:3]=1[C:4]([NH:6][CH2:7][C:8]1C=CC(F)=C(F)C=1)=O.[CH2:22]([OH:26])[CH2:23][CH2:24][CH3:25].[CH:27]([N:30](CC)C(C)C)(C)[CH3:28].[F:36][C:37]1[CH:38]=[C:39]([C@@H:44]([NH:46][C:47](=[O:55])[C:48]2[CH:53]=[CH:52][CH:51]=[N:50][C:49]=2F)[CH3:45])[CH:40]=[CH:41][C:42]=1[F:43], predict the reaction product. The product is: [NH:6]1[C:7]2[C:25](=[CH:24][CH:23]=[C:22]([O:26][CH2:28][CH2:27][NH:30][C:49]3[N:50]=[CH:51][CH:52]=[CH:53][C:48]=3[C:47]([NH:46][C@H:44]([C:39]3[CH:40]=[CH:41][C:42]([F:43])=[C:37]([F:36])[CH:38]=3)[CH3:45])=[O:55])[CH:8]=2)[CH:3]=[CH:4]1.